From a dataset of Forward reaction prediction with 1.9M reactions from USPTO patents (1976-2016). Predict the product of the given reaction. (1) Given the reactants [C:1]([O:5][C:6]([N:8]1[CH2:12][CH:11]([O:13][C:14]2[C:23]3[C:18](=[CH:19][C:20]([O:24][CH3:25])=[CH:21][CH:22]=3)[N:17]=[C:16]([C:26]3[CH:31]=[CH:30][CH:29]=[CH:28][N:27]=3)[CH:15]=2)[CH2:10][CH:9]1[C:32]([OH:34])=O)=[O:7])([CH3:4])([CH3:3])[CH3:2].C([N:38]([CH:41]([CH3:43])[CH3:42])CC)(C)C.C(O)(C(F)(F)F)=[O:45].NC1(C([NH:59][S:60]([C:63]2([CH2:66][CH:67]3[CH2:69][CH2:68]3)[CH2:65][CH2:64]2)(=[O:62])=[O:61])=O)CC1C=C.[CH:70]1[CH:71]=CC2N(O)N=NC=2[CH:75]=1.CN(C(ON1N=NC2C=CC=NC1=2)=[N+](C)C)C.F[P-](F)(F)(F)(F)F, predict the reaction product. The product is: [C:1]([O:5][C:6]([N:8]1[CH2:12][CH:11]([O:13][C:14]2[C:23]3[C:18](=[CH:19][C:20]([O:24][CH3:25])=[CH:21][CH:22]=3)[N:17]=[C:16]([C:26]3[CH:31]=[CH:30][CH:29]=[CH:28][N:27]=3)[CH:15]=2)[CH2:10][CH:9]1[C:32](=[O:34])[NH:38][C:41]1([C:42]([NH:59][S:60]([C:63]2([CH2:66][CH:67]3[CH2:69][CH2:68]3)[CH2:64][CH2:65]2)(=[O:61])=[O:62])=[O:45])[CH2:43][CH:71]1[CH:70]=[CH2:75])=[O:7])([CH3:2])([CH3:4])[CH3:3]. (2) Given the reactants [CH:1]1[C:10]2[C:5](=[CH:6][CH:7]=[CH:8][CH:9]=2)[CH:4]=[CH:3][CH:2]=1.C1([OH:21])C2C(=CC=CC=2)C=CC=1, predict the reaction product. The product is: [CH:9]1[C:10]2[C:5](=[CH:4][CH:3]=[CH:2][CH:1]=2)[CH:6]=[CH:7][C:8]=1[OH:21]. (3) Given the reactants [C:1]([O:5][C:6]([NH:8][C@H:9]([C:11]1[CH:16]=[CH:15][C:14](Br)=[CH:13][CH:12]=1)[CH3:10])=[O:7])([CH3:4])([CH3:3])[CH3:2].CC#N.C(N(CC)CC)C.[C]=O, predict the reaction product. The product is: [C:1]([O:5][C:6]([NH:8][C@H:9]([C:11]1[CH:16]=[CH:15][C:14]([C:6]([O:5][CH3:1])=[O:7])=[CH:13][CH:12]=1)[CH3:10])=[O:7])([CH3:4])([CH3:3])[CH3:2]. (4) Given the reactants CS(O)(=O)=O.O=P12OP3(OP(OP(O3)(O1)=O)(=O)O2)=O.[CH3:20][C:21]1[CH:25]=[C:24]([NH:26][C:27]2[CH:35]=[CH:34][CH:33]=[CH:32][C:28]=2[C:29]([OH:31])=O)[N:23]([C:36]2[CH:41]=[CH:40][CH:39]=[CH:38][N:37]=2)[N:22]=1.[OH-].[Na+], predict the reaction product. The product is: [CH3:20][C:21]1[C:25]2[C:29](=[O:31])[C:28]3[C:27](=[CH:35][CH:34]=[CH:33][CH:32]=3)[NH:26][C:24]=2[N:23]([C:36]2[CH:41]=[CH:40][CH:39]=[CH:38][N:37]=2)[N:22]=1. (5) Given the reactants [NH:1]1[CH2:5][CH2:4][CH2:3][C:2]1=[O:6].Br[C:8]1[N:13]=[CH:12][C:11]([C:14]([N:16]2[CH2:21][CH2:20][N:19]([C:22]3[C:27]([CH3:28])=[CH:26][C:25]([CH2:29][CH3:30])=[CH:24][N:23]=3)[CH2:18][CH2:17]2)=[O:15])=[CH:10][CH:9]=1, predict the reaction product. The product is: [CH2:29]([C:25]1[CH:26]=[C:27]([CH3:28])[C:22]([N:19]2[CH2:20][CH2:21][N:16]([C:14]([C:11]3[CH:10]=[CH:9][C:8]([N:1]4[CH2:5][CH2:4][CH2:3][C:2]4=[O:6])=[N:13][CH:12]=3)=[O:15])[CH2:17][CH2:18]2)=[N:23][CH:24]=1)[CH3:30]. (6) Given the reactants [Cl:1][C:2]1[CH:7]=[CH:6][C:5]([C:8]([C:25]2[O:29][N:28]=[C:27]([C:30]([O:32]CC)=O)[N:26]=2)([N:11]2[C:19]3[C:14](=[C:15]([NH:20][S:21]([CH3:24])(=[O:23])=[O:22])[CH:16]=[CH:17][CH:18]=3)[CH:13]=[N:12]2)[CH2:9][CH3:10])=[CH:4][CH:3]=1.[NH3:35], predict the reaction product. The product is: [Cl:1][C:2]1[CH:7]=[CH:6][C:5]([C:8]([C:25]2[O:29][N:28]=[C:27]([C:30]([NH2:35])=[O:32])[N:26]=2)([N:11]2[C:19]3[C:14](=[C:15]([NH:20][S:21]([CH3:24])(=[O:22])=[O:23])[CH:16]=[CH:17][CH:18]=3)[CH:13]=[N:12]2)[CH2:9][CH3:10])=[CH:4][CH:3]=1.